Predict which catalyst facilitates the given reaction. From a dataset of Catalyst prediction with 721,799 reactions and 888 catalyst types from USPTO. (1) Reactant: [CH:1]([C@H:3]1[CH2:8][CH2:7][C@H:6]([N:9]2[C:14]3[C:15]4[CH:21]=[CH:20][N:19]([CH2:22][O:23][CH2:24][CH2:25][Si:26]([CH3:29])([CH3:28])[CH3:27])[C:16]=4[N:17]=[CH:18][C:13]=3[C:12](=[O:30])[N:11]([CH2:31][C:32]#[N:33])[CH2:10]2)[CH2:5][CH2:4]1)=O.[CH:34]1([NH2:37])[CH2:36][CH2:35]1.B.N1C=CC=CC=1C.Cl. Product: [CH:34]1([NH:37][CH2:1][C@H:3]2[CH2:8][CH2:7][C@H:6]([N:9]3[C:14]4[C:15]5[CH:21]=[CH:20][N:19]([CH2:22][O:23][CH2:24][CH2:25][Si:26]([CH3:29])([CH3:27])[CH3:28])[C:16]=5[N:17]=[CH:18][C:13]=4[C:12](=[O:30])[N:11]([CH2:31][C:32]#[N:33])[CH2:10]3)[CH2:5][CH2:4]2)[CH2:36][CH2:35]1. The catalyst class is: 130. (2) Reactant: Br[CH2:2][CH2:3][C:4]1[CH:9]=[CH:8][C:7]([Cl:10])=[CH:6][CH:5]=1.[NH:11]([C:13]1[CH:22]=[CH:21][C:16]([C:17]([O:19]C)=[O:18])=[CH:15][CH:14]=1)N.[CH3:23][N:24]1[CH2:29][CH2:28][C:27](=O)[CH2:26][CH2:25]1. Product: [Cl:10][C:7]1[CH:8]=[CH:9][C:4]([CH2:3][CH2:2][CH:25]2[C:26]3[C:14]4[CH:15]=[C:16]([C:17]([OH:19])=[O:18])[CH:21]=[CH:22][C:13]=4[NH:11][C:27]=3[CH2:28][CH2:29][N:24]2[CH3:23])=[CH:5][CH:6]=1. The catalyst class is: 66.